From a dataset of NCI-60 drug combinations with 297,098 pairs across 59 cell lines. Regression. Given two drug SMILES strings and cell line genomic features, predict the synergy score measuring deviation from expected non-interaction effect. Drug 1: CCCS(=O)(=O)NC1=C(C(=C(C=C1)F)C(=O)C2=CNC3=C2C=C(C=N3)C4=CC=C(C=C4)Cl)F. Drug 2: C1=CN(C(=O)N=C1N)C2C(C(C(O2)CO)O)O.Cl. Cell line: HL-60(TB). Synergy scores: CSS=56.8, Synergy_ZIP=14.9, Synergy_Bliss=15.4, Synergy_Loewe=-23.7, Synergy_HSA=8.14.